This data is from Forward reaction prediction with 1.9M reactions from USPTO patents (1976-2016). The task is: Predict the product of the given reaction. (1) Given the reactants Br[C:2]1[CH:10]=[CH:9][C:8]([C:11]#[N:12])=[C:7]2[C:3]=1[CH:4]=[CH:5][NH:6]2.C[Si]([N-][Si](C)(C)C)(C)C.[Li+].[C:23]([O:27][C:28]([N:30]1[CH2:33][CH:32]([NH2:34])[CH2:31]1)=[O:29])([CH3:26])([CH3:25])[CH3:24], predict the reaction product. The product is: [C:23]([O:27][C:28]([N:30]1[CH2:33][CH:32]([NH:34][C:2]2[CH:10]=[CH:9][C:8]([C:11]#[N:12])=[C:7]3[C:3]=2[CH:4]=[CH:5][NH:6]3)[CH2:31]1)=[O:29])([CH3:26])([CH3:24])[CH3:25]. (2) Given the reactants [CH2:1]([S:16][CH2:17][CH2:18][C:19]([O:21][CH3:22])=[O:20])[CH2:2][CH2:3][CH2:4]/[CH:5]=[CH:6]\[CH2:7][CH2:8][CH2:9][CH2:10][CH2:11][CH2:12][CH2:13][C:14]#[CH:15].[CH3:23][C:24]1[CH:29]=[CH:28][C:27]([S:30]([O:33][CH2:34][CH2:35][N:36]=[N+:37]=[N-:38])(=[O:32])=[O:31])=[CH:26][CH:25]=1.C(N(CC)C(C)C)(C)C, predict the reaction product. The product is: [S:30]([O:33][CH2:34][CH2:35][N:36]1[CH:15]=[C:14]([CH2:13][CH2:12][CH2:11][CH2:10][CH2:9][CH2:8][CH2:7]/[CH:6]=[CH:5]\[CH2:4][CH2:3][CH2:2][CH2:1][S:16][CH2:17][CH2:18][C:19]([O:21][CH3:22])=[O:20])[N:38]=[N:37]1)([C:27]1[CH:26]=[CH:25][C:24]([CH3:23])=[CH:29][CH:28]=1)(=[O:32])=[O:31]. (3) Given the reactants [NH2:1][CH2:2][C:3]1[CH:7]=[CH:6][S:5][C:4]=1[C:8]([O:10]C)=O.Cl, predict the reaction product. The product is: [S:5]1[C:4]2[C:8](=[O:10])[NH:1][CH2:2][C:3]=2[CH:7]=[CH:6]1. (4) Given the reactants [CH3:1][N:2]([CH3:21])[C:3](=[O:20])[C:4]1[CH:9]=[CH:8][C:7](B2OC(C)(C)C(C)(C)O2)=[C:6]([CH3:19])[CH:5]=1.Br[C:23]1[N:28]=[C:27]([CH:29]=[O:30])[CH:26]=[CH:25][C:24]=1[O:31][CH2:32][CH2:33][O:34][Si:35]([C:38]([CH3:41])([CH3:40])[CH3:39])([CH3:37])[CH3:36].C(=O)([O-])[O-].[K+].[K+], predict the reaction product. The product is: [Si:35]([O:34][CH2:33][CH2:32][O:31][C:24]1[C:23]([C:7]2[CH:8]=[CH:9][C:4]([C:3]([N:2]([CH3:1])[CH3:21])=[O:20])=[CH:5][C:6]=2[CH3:19])=[N:28][C:27]([CH:29]=[O:30])=[CH:26][CH:25]=1)([C:38]([CH3:41])([CH3:40])[CH3:39])([CH3:37])[CH3:36]. (5) The product is: [F:37][C:2]([F:1])([F:36])[C:3]1[CH:4]=[C:5]([C@H:13]2[O:17][C:16](=[O:18])[N:15]([CH2:19][C:20]3[CH:25]=[C:24]([C:26]([F:29])([F:28])[F:27])[CH:23]=[CH:22][C:21]=3[C:30]3[CH:34]=[CH:33][N:32]([CH:41]([CH3:43])[CH3:42])[CH:31]=3)[C@H:14]2[CH3:35])[CH:6]=[C:7]([C:9]([F:12])([F:11])[F:10])[CH:8]=1. Given the reactants [F:1][C:2]([F:37])([F:36])[C:3]1[CH:4]=[C:5]([C@H:13]2[O:17][C:16](=[O:18])[N:15]([CH2:19][C:20]3[CH:25]=[C:24]([C:26]([F:29])([F:28])[F:27])[CH:23]=[CH:22][C:21]=3[C:30]3[CH:34]=[CH:33][NH:32][CH:31]=3)[C@H:14]2[CH3:35])[CH:6]=[C:7]([C:9]([F:12])([F:11])[F:10])[CH:8]=1.[OH-].[K+].I[CH:41]([CH3:43])[CH3:42].O, predict the reaction product. (6) Given the reactants [NH:1]1[C:9]2[C:4](=[CH:5][C:6]([O:10][C:11]3[C:20]4[C:15](=[CH:16][C:17]([O:23][CH2:24][C@@H:25]5[CH2:27][O:26]5)=[C:18]([O:21][CH3:22])[CH:19]=4)[N:14]=[CH:13][N:12]=3)=[CH:7][CH:8]=2)[CH:3]=[CH:2]1.[NH:28]1[CH2:33][CH2:32][CH2:31][CH2:30][CH2:29]1, predict the reaction product. The product is: [OH:26][C@@H:25]([CH2:27][N:28]1[CH2:33][CH2:32][CH2:31][CH2:30][CH2:29]1)[CH2:24][O:23][C:17]1[CH:16]=[C:15]2[C:20]([C:11]([O:10][C:6]3[CH:5]=[C:4]4[C:9](=[CH:8][CH:7]=3)[NH:1][CH:2]=[CH:3]4)=[N:12][CH:13]=[N:14]2)=[CH:19][C:18]=1[O:21][CH3:22]. (7) The product is: [C:12]([O:16][C:17]([N:19]1[CH2:24][CH2:23][CH:22]([NH:25][C:9](=[O:11])[CH2:8][C:5]2[CH:4]=[CH:3][C:2]([Br:1])=[CH:7][CH:6]=2)[CH2:21][CH2:20]1)=[O:18])([CH3:15])([CH3:13])[CH3:14]. Given the reactants [Br:1][C:2]1[CH:7]=[CH:6][C:5]([CH2:8][C:9]([OH:11])=O)=[CH:4][CH:3]=1.[C:12]([O:16][C:17]([N:19]1[CH2:24][CH2:23][CH:22]([NH2:25])[CH2:21][CH2:20]1)=[O:18])([CH3:15])([CH3:14])[CH3:13].CN1CCOCC1.ON1C2C=CC=CC=2N=N1.CCN=C=NCCCN(C)C.Cl, predict the reaction product. (8) Given the reactants Br[C:2]1[CH:3]=[C:4]2[C:9]([NH:10][C@@H:11]3[CH2:15][CH2:14][CH2:13][C:12]3([CH3:17])[CH3:16])=[C:8]([C:18]([NH2:20])=[O:19])[CH:7]=[N:6][N:5]2[CH:21]=1.[NH:22]1[CH2:26][CH2:25][CH2:24][C:23]1=[O:27], predict the reaction product. The product is: [CH3:16][C:12]1([CH3:17])[CH2:13][CH2:14][CH2:15][C@H:11]1[NH:10][C:9]1[C:4]2[N:5]([CH:21]=[C:2]([N:22]3[CH2:26][CH2:25][CH2:24][C:23]3=[O:27])[CH:3]=2)[N:6]=[CH:7][C:8]=1[C:18]([NH2:20])=[O:19].